From a dataset of Catalyst prediction with 721,799 reactions and 888 catalyst types from USPTO. Predict which catalyst facilitates the given reaction. (1) Reactant: [CH3:1][C:2]1[CH:3]=[C:4]([CH:6]=[C:7]([CH3:9])[CH:8]=1)[NH2:5].Cl[C:11]1[S:12][C:13]([C:16]#N)=[CH:14][N:15]=1. Product: [CH3:1][C:2]1[CH:3]=[C:4]([NH:5][C:11]2[S:12][C:13]([C:16]3[CH:4]=[CH:3][CH:2]=[CH:8][CH:7]=3)=[CH:14][N:15]=2)[CH:6]=[C:7]([CH3:9])[CH:8]=1. The catalyst class is: 33. (2) Product: [CH3:25][N:24]([CH2:23][CH2:22][C:21]1[C:5]2[CH:6]=[C:7]([CH2:10][N:11]3[N:12]=[CH:13][N:14]=[CH:15]3)[CH:8]=[CH:9][C:4]=2[NH:2][CH:20]=1)[CH3:26]. Reactant: Cl.[NH:2]([C:4]1[CH:9]=[CH:8][C:7]([CH2:10][N:11]2[CH:15]=[N:14][CH:13]=[N:12]2)=[CH:6][CH:5]=1)N.O.C(O[CH:20](OCC)[CH2:21][CH2:22][CH2:23][N:24]([CH3:26])[CH3:25])C. The catalyst class is: 33. (3) Reactant: Cl[C:2]1[CH:3]=[C:4]([CH:24]=[C:25]([O:27][CH3:28])[N:26]=1)[C:5]([NH:7][CH2:8][C@H:9]1[CH2:14][CH2:13][C@H:12]([CH2:15][NH:16][C:17](=[O:23])[O:18][C:19]([CH3:22])([CH3:21])[CH3:20])[CH2:11][CH2:10]1)=[O:6].Cl.[NH2:30][CH2:31][C:32]1[CH:37]=[CH:36][C:35](B(O)O)=[CH:34][CH:33]=1.C([O-])([O-])=O.[K+].[K+]. Product: [NH2:30][CH2:31][C:32]1[CH:37]=[CH:36][C:35]([C:2]2[CH:3]=[C:4]([CH:24]=[C:25]([O:27][CH3:28])[N:26]=2)[C:5]([NH:7][CH2:8][C@H:9]2[CH2:14][CH2:13][C@H:12]([CH2:15][NH:16][C:17](=[O:23])[O:18][C:19]([CH3:22])([CH3:21])[CH3:20])[CH2:11][CH2:10]2)=[O:6])=[CH:34][CH:33]=1. The catalyst class is: 70. (4) Reactant: [OH-].[Na+].[CH3:3][N:4]([CH3:32])[C@@H:5]1[CH2:9][CH2:8][N:7]([C:10]2[N:15]=[C:14]([CH3:16])[C:13]([CH:17]([CH2:22][CH2:23][CH3:24])[C:18]([O:20]C)=[O:19])=[C:12]([C:25]3[CH:30]=[CH:29][C:28]([CH3:31])=[CH:27][CH:26]=3)[N:11]=2)[CH2:6]1. Product: [CH3:32][N:4]([CH3:3])[C@H:5]1[CH2:9][CH2:8][N:7]([C:10]2[N:15]=[C:14]([CH3:16])[C:13]([CH:17]([CH2:22][CH2:23][CH3:24])[C:18]([OH:20])=[O:19])=[C:12]([C:25]3[CH:26]=[CH:27][C:28]([CH3:31])=[CH:29][CH:30]=3)[N:11]=2)[CH2:6]1. The catalyst class is: 5.